The task is: Predict which catalyst facilitates the given reaction.. This data is from Catalyst prediction with 721,799 reactions and 888 catalyst types from USPTO. (1) Product: [CH:1]1([C:5]2[C:6]([OH:22])=[C:7]([F:21])[C:8]([C:11]3[CH:20]=[N:19][C:18]4[NH:17][CH2:16][CH2:15][O:14][C:13]=4[CH:12]=3)=[CH:9][CH:10]=2)[CH2:2][CH2:3][CH2:4]1. The catalyst class is: 2. Reactant: [CH:1]1([C:5]2[CH:10]=[CH:9][C:8]([C:11]3[CH:20]=[N:19][C:18]4[NH:17][CH2:16][CH2:15][O:14][C:13]=4[CH:12]=3)=[C:7]([F:21])[C:6]=2[O:22]C)[CH2:4][CH2:3][CH2:2]1.B(Br)(Br)Br. (2) Reactant: [OH:1][C:2]1[CH:7]=[CH:6][C:5]([C:8]2[O:9][C:10]([CH3:22])=[C:11]([CH2:13][C:14]([N:16]3[CH2:20][CH2:19][CH2:18][C@H:17]3[CH3:21])=O)[N:12]=2)=[CH:4][CH:3]=1.[CH3:23][S:24]([C:27]1[CH:34]=[CH:33][C:30]([CH2:31]Cl)=[CH:29][CH:28]=1)(=[O:26])=[O:25].C([O-])([O-])=O.[Cs+].[Cs+].[I-].[K+]. Product: [CH3:23][S:24]([C:27]1[CH:34]=[CH:33][C:30]([CH2:31][O:1][C:2]2[CH:7]=[CH:6][C:5]([C:8]3[O:9][C:10]([CH3:22])=[C:11]([CH2:13][CH2:14][N:16]4[CH2:20][CH2:19][CH2:18][C@H:17]4[CH3:21])[N:12]=3)=[CH:4][CH:3]=2)=[CH:29][CH:28]=1)(=[O:25])=[O:26]. The catalyst class is: 3. (3) Reactant: [C:1]1([C:7]2[N:8]=[C:9]3[CH:14]=[C:13]([C:15]([O:17]C)=[O:16])[N:12]=[CH:11][N:10]3[CH:19]=2)[CH:6]=[CH:5][CH:4]=[CH:3][CH:2]=1.C[Si](C)(C)[O-].[K+]. Product: [C:1]1([C:7]2[N:8]=[C:9]3[CH:14]=[C:13]([C:15]([OH:17])=[O:16])[N:12]=[CH:11][N:10]3[CH:19]=2)[CH:2]=[CH:3][CH:4]=[CH:5][CH:6]=1. The catalyst class is: 1. (4) Reactant: [C:1]([N:8]1[CH2:13][CH2:12][CH:11]([CH2:14][CH2:15][OH:16])[CH2:10][CH2:9]1)([O:3][C:4]([CH3:7])([CH3:6])[CH3:5])=[O:2].CCN(CC)CC.[CH3:24][S:25](Cl)(=[O:27])=[O:26]. Product: [CH3:24][S:25]([O:16][CH2:15][CH2:14][CH:11]1[CH2:12][CH2:13][N:8]([C:1]([O:3][C:4]([CH3:7])([CH3:6])[CH3:5])=[O:2])[CH2:9][CH2:10]1)(=[O:27])=[O:26]. The catalyst class is: 2. (5) Reactant: [H-].[Na+].[Br:3][C:4]1[CH:5]=[C:6]([C:10]23[CH2:17][CH:16]([OH:18])[CH2:15][CH:14]2[CH2:13][O:12][N:11]3[CH2:19][C:20]2[CH:25]=[CH:24][C:23]([O:26][CH3:27])=[CH:22][C:21]=2[O:28][CH3:29])[CH:7]=[CH:8][CH:9]=1.[CH3:30]I. Product: [Br:3][C:4]1[CH:5]=[C:6]([C:10]23[CH2:17][CH:16]([O:18][CH3:30])[CH2:15][CH:14]2[CH2:13][O:12][N:11]3[CH2:19][C:20]2[CH:25]=[CH:24][C:23]([O:26][CH3:27])=[CH:22][C:21]=2[O:28][CH3:29])[CH:7]=[CH:8][CH:9]=1. The catalyst class is: 3. (6) Reactant: C([O:8][C:9]1[CH:31]=[CH:30][C:12]([CH2:13][N:14]2[CH:18]([C:19]3[C:24]([O:25][CH3:26])=[CH:23][CH:22]=[CH:21][C:20]=3[O:27][CH3:28])[CH2:17][CH2:16][C:15]2=[O:29])=[CH:11][CH:10]=1)C1C=CC=CC=1. Product: [CH3:28][O:27][C:20]1[CH:21]=[CH:22][CH:23]=[C:24]([O:25][CH3:26])[C:19]=1[CH:18]1[N:14]([CH2:13][C:12]2[CH:11]=[CH:10][C:9]([OH:8])=[CH:31][CH:30]=2)[C:15](=[O:29])[CH2:16][CH2:17]1. The catalyst class is: 5. (7) Reactant: Br[CH2:2][CH2:3][S:4][C:5]1[N:6]=[CH:7][N:8]2[CH:12]=[C:11]([C:13]3[C@H:14]([CH3:37])[C@@H:15]4[C@@H:32]([C@H:33]([OH:35])[CH3:34])[C:31](=[O:36])[N:16]4[C:17]=3[C:18]([O:20]CC3C=CC([N+]([O-])=O)=CC=3)=[O:19])[S:10][C:9]=12.[NH2:38][C:39]([NH2:41])=[S:40]. Product: [OH:35][C@@H:33]([C@H:32]1[C:31](=[O:36])[N:16]2[C:17]([C:18]([OH:20])=[O:19])=[C:13]([C:11]3[S:10][C:9]4=[C:5]([S:4][CH2:3][CH2:2][NH:41][C:39](=[NH:38])[SH:40])[N:6]=[CH:7][N:8]4[CH:12]=3)[C@H:14]([CH3:37])[C@H:15]12)[CH3:34]. The catalyst class is: 444. (8) Reactant: Cl[CH:2]([C:14]1[CH:19]=[CH:18][CH:17]=[CH:16][CH:15]=1)[C:3]([C:5]1[C:13]2[C:8](=[CH:9][CH:10]=[CH:11][CH:12]=2)[NH:7][CH:6]=1)=[O:4].[NH2:20][C:21]1[CH:26]=[CH:25][N:24]=[CH:23][CH:22]=1.CCN(C(C)C)C(C)C. Product: [NH:7]1[C:8]2[C:13](=[CH:12][CH:11]=[CH:10][CH:9]=2)[C:5]([C:3](=[O:4])[CH:2]([C:14]2[CH:19]=[CH:18][CH:17]=[CH:16][CH:15]=2)[NH:20][C:21]2[CH:26]=[CH:25][N:24]=[CH:23][CH:22]=2)=[CH:6]1. The catalyst class is: 10.